From a dataset of Peptide-MHC class I binding affinity with 185,985 pairs from IEDB/IMGT. Regression. Given a peptide amino acid sequence and an MHC pseudo amino acid sequence, predict their binding affinity value. This is MHC class I binding data. (1) The peptide sequence is YTGDFDSVI. The MHC is HLA-C06:02 with pseudo-sequence HLA-C06:02. The binding affinity (normalized) is 0.0775. (2) The peptide sequence is DPRDDLSGM. The MHC is HLA-A02:01 with pseudo-sequence HLA-A02:01. The binding affinity (normalized) is 0.0847.